Dataset: Catalyst prediction with 721,799 reactions and 888 catalyst types from USPTO. Task: Predict which catalyst facilitates the given reaction. (1) Reactant: [Br:1][C:2]1[CH:3]=[C:4]([C:9]([NH2:27])([CH:21]2[NH:26][CH2:25][CH:24]=[CH:23][NH:22]2)[C:10]2[CH:15]=[CH:14][C:13]([O:16][C:17]([F:20])([F:19])[F:18])=[CH:12][CH:11]=2)[CH:5]=[CH:6][C:7]=1[F:8].[N:28]#[C:29]Br. Product: [Br:1][C:2]1[CH:3]=[C:4]([C:9]2([C:10]3[CH:11]=[CH:12][C:13]([O:16][C:17]([F:20])([F:19])[F:18])=[CH:14][CH:15]=3)[C:21]3=[N:26][CH2:25][CH2:24][CH2:23][N:22]3[C:29]([NH2:28])=[N:27]2)[CH:5]=[CH:6][C:7]=1[F:8]. The catalyst class is: 10. (2) Reactant: C(OC(=O)[NH:7][C@H:8]1[CH2:14][CH2:13][CH2:12][CH2:11][N:10]([C@H:15]2[CH2:20][CH2:19][C@@H:18]([N:21]=[N+:22]=[N-:23])[CH2:17][C@H:16]2[CH2:24][S:25]([C:28]2[CH:33]=[CH:32][CH:31]=[CH:30][CH:29]=2)(=[O:27])=[O:26])[C:9]1=[O:34])(C)(C)C.C(O)(C(F)(F)F)=O. Product: [NH2:7][C@H:8]1[CH2:14][CH2:13][CH2:12][CH2:11][N:10]([C@H:15]2[CH2:20][CH2:19][C@@H:18]([N:21]=[N+:22]=[N-:23])[CH2:17][C@H:16]2[CH2:24][S:25]([C:28]2[CH:29]=[CH:30][CH:31]=[CH:32][CH:33]=2)(=[O:26])=[O:27])[C:9]1=[O:34]. The catalyst class is: 25. (3) Reactant: C([O:3][C:4](=[O:16])[CH2:5][N:6]1[CH2:11][CH2:10][N:9]([S:12]([CH3:15])(=[O:14])=[O:13])[CH2:8][CH2:7]1)C.C1COCC1.O.[OH-].[Li+]. Product: [CH3:15][S:12]([N:9]1[CH2:10][CH2:11][N:6]([CH2:5][C:4]([OH:16])=[O:3])[CH2:7][CH2:8]1)(=[O:13])=[O:14]. The catalyst class is: 6. (4) Reactant: [Cl:1][C:2]1[CH:3]=[C:4]2[C:9](=[CH:10][C:11]=1[C:12](O)=[O:13])[N:8]=[CH:7][N:6]=[C:5]2[NH:15][CH:16]([C:18]1[NH:22][C:21]2[CH:23]=[CH:24][C:25]([Cl:27])=[CH:26][C:20]=2[N:19]=1)[CH3:17].FC1C(OC(N(C)C)=[N+](C)C)=C(F)C(F)=C(F)C=1F.F[P-](F)(F)(F)(F)F.C(N(C(C)C)CC)(C)C.[C:63]([N:66]1[CH2:71][CH2:70][NH:69][CH2:68][CH2:67]1)(=[O:65])[CH3:64]. Product: [Cl:1][C:2]1[CH:3]=[C:4]2[C:9](=[CH:10][C:11]=1[C:12]([N:69]1[CH2:70][CH2:71][N:66]([C:63](=[O:65])[CH3:64])[CH2:67][CH2:68]1)=[O:13])[N:8]=[CH:7][N:6]=[C:5]2[NH:15][CH:16]([C:18]1[NH:22][C:21]2[CH:23]=[CH:24][C:25]([Cl:27])=[CH:26][C:20]=2[N:19]=1)[CH3:17]. The catalyst class is: 16. (5) Reactant: Cl[C:2]1[C:21]([C:22]2[NH:26][N:25]=[CH:24][CH:23]=2)=[CH:20][C:5]([C:6]([NH:8][C:9]2[CH:14]=[CH:13][C:12]([O:15][C:16]([Cl:19])([F:18])[F:17])=[CH:11][CH:10]=2)=[O:7])=[CH:4][N:3]=1.[CH3:27][N:28]([CH3:35])[C@H:29]1[CH2:33][NH:32][CH2:31][C@@H:30]1[OH:34].CCN(C(C)C)C(C)C.C([O-])([O-])=O.[Na+].[Na+]. Product: [Cl:19][C:16]([F:18])([F:17])[O:15][C:12]1[CH:13]=[CH:14][C:9]([NH:8][C:6](=[O:7])[C:5]2[CH:20]=[C:21]([C:22]3[NH:26][N:25]=[CH:24][CH:23]=3)[C:2]([N:32]3[CH2:31][C@H:30]([OH:34])[C@@H:29]([N:28]([CH3:35])[CH3:27])[CH2:33]3)=[N:3][CH:4]=2)=[CH:10][CH:11]=1. The catalyst class is: 41. (6) Reactant: C([O:4][CH2:5][C:6]1[CH:11]=[CH:10][C:9]([O:12][C@@H:13]2[O:30][C@H:29]([CH2:31][O:32]C(=O)C)[C@@H:24]([O:25]C(=O)C)[C@H:19]([O:20]C(=O)C)[C@H:14]2[O:15]C(=O)C)=[C:8]([O:36][CH3:37])[CH:7]=1)(=O)C.C[O-].[Na+]. Product: [C@@H:13]1([O:12][C:9]2[CH:10]=[CH:11][C:6]([CH2:5][OH:4])=[CH:7][C:8]=2[O:36][CH3:37])[O:30][C@H:29]([CH2:31][OH:32])[C@@H:24]([OH:25])[C@H:19]([OH:20])[C@H:14]1[OH:15]. The catalyst class is: 5. (7) The catalyst class is: 3. Reactant: [OH:1][C:2]1[CH:11]=[CH:10][C:5]2[NH:6][C:7](=[O:9])[O:8][C:4]=2[CH:3]=1.C([O-])([O-])=O.[K+].[K+].[CH3:18][Si:19]([CH2:22][CH2:23][O:24][CH2:25]Cl)([CH3:21])[CH3:20]. Product: [OH:1][C:2]1[CH:11]=[CH:10][C:5]2[N:6]([CH2:25][O:24][CH2:23][CH2:22][Si:19]([CH3:21])([CH3:20])[CH3:18])[C:7](=[O:9])[O:8][C:4]=2[CH:3]=1. (8) Reactant: C(=O)(O)[O-:2].[Na+].Cl.NO.[F:9][C:10]([F:25])([C:21]([F:24])([F:23])[F:22])[CH2:11][O:12][C:13]1[CH:18]=[CH:17][N:16]=[C:15]([C:19]#[N:20])[CH:14]=1. Product: [F:25][C:10]([F:9])([C:21]([F:23])([F:22])[F:24])[CH2:11][O:12][C:13]1[CH:18]=[CH:17][N:16]=[C:15]([C:19]([NH2:20])=[O:2])[CH:14]=1. The catalyst class is: 8. (9) Reactant: [CH2:1]([O:3][C:4]([C:6]1[C:17](=[O:18])[N:16]([CH:19]2[CH2:23][CH2:22][CH2:21][CH2:20]2)[C:9]2[N:10]=[C:11]([S:14][CH3:15])[N:12]=[CH:13][C:8]=2[CH:7]=1)=[O:5])[CH3:2].C1(S(N2C(C3C=CC=CC=3)O2)(=O)=[O:31])C=CC=CC=1. Product: [CH2:1]([O:3][C:4]([C:6]1[C:17](=[O:18])[N:16]([CH:19]2[CH2:23][CH2:22][CH2:21][CH2:20]2)[C:9]2[N:10]=[C:11]([S:14]([CH3:15])=[O:31])[N:12]=[CH:13][C:8]=2[CH:7]=1)=[O:5])[CH3:2]. The catalyst class is: 2.